This data is from Forward reaction prediction with 1.9M reactions from USPTO patents (1976-2016). The task is: Predict the product of the given reaction. (1) Given the reactants C[Si]([N-][Si](C)(C)C)(C)C.[Na+].[CH3:11][NH:12][C:13]1[NH:23][C:22]2[C:15](=[C:16]([CH2:24][C:25]3[CH:30]=[C:29]([Br:31])[C:28]([O:32][CH3:33])=[C:27]([Br:34])[CH:26]=3)[C:17]([N:19]=[CH:20][CH:21]=2)=[O:18])[N:14]=1.I[CH3:36], predict the reaction product. The product is: [CH3:11][NH:12][C:13]1[N:23]=[C:22]2[C:15](=[C:16]([CH2:24][C:25]3[CH:26]=[C:27]([Br:34])[C:28]([O:32][CH3:33])=[C:29]([Br:31])[CH:30]=3)[C:17]([N:19]([CH3:36])[CH:20]=[CH:21]2)=[O:18])[N:14]=1. (2) Given the reactants CS(OC1CCN(C(OC(C)(C)C)=O)CC1)(=O)=O.[CH3:19][C:20]1[N:24]([CH:25]2[CH2:30][CH2:29][N:28](C(OC(C)(C)C)=O)[CH2:27][CH2:26]2)[N:23]=[N:22][N:21]=1, predict the reaction product. The product is: [CH3:19][C:20]1[N:24]([CH:25]2[CH2:30][CH2:29][NH:28][CH2:27][CH2:26]2)[N:23]=[N:22][N:21]=1. (3) Given the reactants [CH2:1]([C:3]1[N:12]([C:13]2[CH:18]=[CH:17][CH:16]=[CH:15][C:14]=2[O:19][CH2:20][CH3:21])[C:11](=[O:22])[C:10]2[C:5](=[CH:6][C:7]([N+]([O-])=O)=[CH:8][CH:9]=2)[N:4]=1)C.BrN1C(=O)CCC1=O.[CH3:34][N:35]1[CH2:41][CH2:40][CH2:39][NH:38][CH2:37][CH2:36]1, predict the reaction product. The product is: [CH2:20]([O:19][C:14]1[CH:15]=[CH:16][CH:17]=[CH:18][C:13]=1[N:12]1[C:11](=[O:22])[C:10]2[C:5](=[CH:6][CH:7]=[CH:8][CH:9]=2)[N:4]=[C:3]1[CH2:1][N:38]1[CH2:39][CH2:40][CH2:41][N:35]([CH3:34])[CH2:36][CH2:37]1)[CH3:21]. (4) The product is: [O:1]1[CH:5]=[CH:4][CH:3]=[C:2]1[C:6]1[O:7][C:8]([CH3:21])=[C:9]([CH2:11][O:12][C:13]2[CH:20]=[CH:19][C:16]([CH:17]=[O:43])=[CH:15][N:14]=2)[N:10]=1. Given the reactants [O:1]1[CH:5]=[CH:4][CH:3]=[C:2]1[C:6]1[O:7][C:8]([CH3:21])=[C:9]([CH2:11][O:12][C:13]2[CH:20]=[CH:19][C:16]([C:17]#N)=[CH:15][N:14]=2)[N:10]=1.C1(C)C=CC=CC=1.[H-].C([Al+]CC(C)C)C(C)C.[Cl-].[NH4+].C(OCC)(=[O:43])C, predict the reaction product. (5) Given the reactants [NH:1]1[CH2:5][CH2:4][CH2:3][C:2]1=[O:6].[H-].[Na+].Br[CH2:10][C:11]([O:13][C:14]([CH3:17])([CH3:16])[CH3:15])=[O:12], predict the reaction product. The product is: [C:14]([O:13][C:11](=[O:12])[CH2:10][N:1]1[CH2:5][CH2:4][CH2:3][C:2]1=[O:6])([CH3:17])([CH3:16])[CH3:15]. (6) The product is: [C:23]([NH:14][C:11]1[CH:12]=[C:13]2[C:8](=[CH:9][C:10]=1[Br:15])[N:7]([C:16]([O:18][CH:19]([CH3:21])[CH3:20])=[O:17])[CH2:6][C@H:5]([CH3:22])[N:4]2[C:1](=[O:3])[CH3:2])(=[O:25])[CH3:24]. Given the reactants [C:1]([N:4]1[C:13]2[C:8](=[CH:9][C:10]([Br:15])=[C:11]([NH2:14])[CH:12]=2)[N:7]([C:16]([O:18][CH:19]([CH3:21])[CH3:20])=[O:17])[CH2:6][C@@H:5]1[CH3:22])(=[O:3])[CH3:2].[C:23](NC1C=C2C(=CC=1C1C=NN(C3CC3)C=1)N(C(OC(C)C)=O)C[C@H](C)N2C(=O)C)(=[O:25])[CH3:24], predict the reaction product. (7) Given the reactants [CH3:1][O:2][C:3]1[CH:4]=[C:5]([C:11]2[CH:20]3[CH:15]([CH2:16][CH:17]=[CH:18][CH2:19]3)[C:14](=[O:21])[N:13]([CH2:22][CH2:23][CH2:24][CH2:25][CH2:26][NH:27][CH2:28][CH2:29][CH:30]3[CH2:34][CH2:33][CH:32]([CH2:35][CH:36]([C:38]4[CH:43]=[C:42]([F:44])[CH:41]=[CH:40][C:39]=4[O:45][CH3:46])C)[O:31]3)[N:12]=2)[CH:6]=[CH:7][C:8]=1[O:9][CH3:10].C1(OC2C=C(C3CN(CCCCCNCCC4CCC(CCC5C=C(F)C=CC=5OC)O4)C(=O)C3)C=CC=2OC)CCCC1.C1(OC2C=C(C3CN(CCCCCNCCC4CCC(CCCC5C=C(F)C=CC=5OC)O4)C(=O)C3)C=CC=2OC)CCCC1.COC1C=C(C2C3C(CC=CC3)C(=O)N(CCCCCNCCC(C3C=CC=CC=3)OC3C=CC(C(F)(F)F)=CC=3)N=2)C=CC=1OC.C1(OC2C=C(C3CN(CCCCCNCCC(C4C=CC=CC=4)OC4C=CC(C(F)(F)F)=CC=4)C(=O)C3)C=CC=2OC)CCCC1.COC1C=C(C2C3C(CC=CC3)C(=O)N(CCCCCNCCCC3(C4C=CC(F)=CC=4)CC4C=CC(C#N)=CC=4O3)N=2)C=CC=1OC.C1(OC2C=C(C3CN(CCCCCNCCCC4(C5C=CC(F)=CC=5)CC5C=CC(C#N)=CC=5O4)C(=O)C3)C=CC=2OC)CCCC1.COC1C=C(C2C3C(CC=CC3)C(=O)N(CCCCCNCC3CCC(C4C=CC(OC)=CC=4)O3)N=2)C=CC=1OC.C1(OC2C=C(C3CN(CCCCCNCC4CCC(C5C=CC(OC)=CC=5)O4)C(=O)C3)C=CC=2OC)CCCC1.C1(C2OC(CNCCCCCN3N=C(C4C=CC(OC)=C(OC)C=4)C4C(CC=CC4)C3=O)CC2)CCCCC1.C1(C2OC(CNCCCCCN3CC(C4C=CC(OC)=C(OC5CCCC5)C=4)CC3=O)CC2)CCCCC1.COC1C=C(C2C3C(CC=CC3)C(=O)N(CCCCCNCC3CCC(C4C=CC(C)=C(F)C=4)O3)N=2)C=CC=1OC.C1(OC2C=C(C3CN(CCCCCNCC4CCC(C5C=CC(C)=C(F)C=5)O4)C(=O)C3)C=CC=2OC)CCCC1, predict the reaction product. The product is: [CH3:1][O:2][C:3]1[CH:4]=[C:5]([C:11]2[CH:20]3[CH:15]([CH2:16][CH:17]=[CH:18][CH2:19]3)[C:14](=[O:21])[N:13]([CH2:22][CH2:23][CH2:24][CH2:25][CH2:26][NH:27][CH2:28][CH2:29][CH:30]3[CH2:34][CH2:33][CH:32]([CH2:35][CH2:36][C:38]4[CH:43]=[C:42]([F:44])[CH:41]=[CH:40][C:39]=4[O:45][CH3:46])[O:31]3)[N:12]=2)[CH:6]=[CH:7][C:8]=1[O:9][CH3:10].